This data is from Catalyst prediction with 721,799 reactions and 888 catalyst types from USPTO. The task is: Predict which catalyst facilitates the given reaction. (1) Reactant: [F:1][C:2]1[CH:11]=[C:10]2[C:5]([CH:6]=[CH:7][C:8](=[O:12])[NH:9]2)=[N:4][CH:3]=1.P([O-])([O-])([O-])=O.[K+].[K+].[K+].Br[CH2:22][CH:23]([O:27][CH2:28][CH3:29])[O:24][CH2:25][CH3:26].COC1CCCC1.Cl. Product: [CH2:25]([O:24][CH:23]([O:27][CH2:28][CH3:29])[CH2:22][N:9]1[C:10]2[C:5](=[N:4][CH:3]=[C:2]([F:1])[CH:11]=2)[CH:6]=[CH:7][C:8]1=[O:12])[CH3:26]. The catalyst class is: 58. (2) Reactant: Br[CH2:2][CH:3]1[O:8][C:7]2[CH:9]=[C:10]([S:14]([CH3:17])(=[O:16])=[O:15])[CH:11]=[C:12]([F:13])[C:6]=2[CH2:5][O:4]1.[CH3:18][CH:19]([CH3:22])[CH2:20][NH2:21]. Product: [F:13][C:12]1[C:6]2[CH2:5][O:4][CH:3]([CH2:2][NH:21][CH2:20][CH:19]([CH3:22])[CH3:18])[O:8][C:7]=2[CH:9]=[C:10]([S:14]([CH3:17])(=[O:16])=[O:15])[CH:11]=1. The catalyst class is: 14. (3) Reactant: [C:1]([O:5][C:6]([N:8]1[CH2:13][CH2:12][CH2:11][C@@H:10]([NH2:14])[CH2:9]1)=[O:7])([CH3:4])([CH3:3])[CH3:2].[N+:15]([C:18]1[CH:23]=[CH:22][CH:21]=[CH:20][C:19]=1F)([O-:17])=[O:16].C([O-])([O-])=O.[K+].[K+]. The catalyst class is: 2. Product: [C:1]([O:5][C:6]([N:8]1[CH2:13][CH2:12][CH2:11][C@@H:10]([NH:14][C:19]2[CH:20]=[CH:21][CH:22]=[CH:23][C:18]=2[N+:15]([O-:17])=[O:16])[CH2:9]1)=[O:7])([CH3:4])([CH3:2])[CH3:3].